This data is from Reaction yield outcomes from USPTO patents with 853,638 reactions. The task is: Predict the reaction yield, written as a fraction of the theoretical maximum amount of product (1.0 means a 100% yield; for example, 0.34 means a 34% yield). (1) The catalyst is C1COCC1. The reactants are [O:1]=[C:2]1[C:11]2[C:6](=[CH:7][CH:8]=[CH:9][CH:10]=2)[N:5]=[C:4]([C:12]([NH:14][CH2:15][C:16]2[CH:17]=[C:18]([C:22]3[CH:27]=[CH:26][C:25]([S:28]([NH:31][C@H:32]([C:36]([O:38]C)=[O:37])[CH:33]([CH3:35])[CH3:34])(=[O:30])=[O:29])=[CH:24][CH:23]=3)[CH:19]=[CH:20][CH:21]=2)=[O:13])[NH:3]1.CO.O.[OH-].[Na+]. The product is [O:1]=[C:2]1[C:11]2[C:6](=[CH:7][CH:8]=[CH:9][CH:10]=2)[N:5]=[C:4]([C:12]([NH:14][CH2:15][C:16]2[CH:17]=[C:18]([C:22]3[CH:27]=[CH:26][C:25]([S:28]([NH:31][C@H:32]([C:36]([OH:38])=[O:37])[CH:33]([CH3:35])[CH3:34])(=[O:29])=[O:30])=[CH:24][CH:23]=3)[CH:19]=[CH:20][CH:21]=2)=[O:13])[NH:3]1. The yield is 0.830. (2) The reactants are [CH2:1]([C:4]1([S:7](Cl)(=[O:9])=[O:8])[CH2:6][CH2:5]1)[CH:2]=[CH2:3].[F:11][C:12]1[C:17]([F:18])=[C:16]([NH:19][C:20]2[CH:25]=[CH:24][C:23]([I:26])=[CH:22][C:21]=2[F:27])[C:15]([NH2:28])=[C:14]([CH3:29])[CH:13]=1. No catalyst specified. The product is [CH2:1]([C:4]1([S:7]([NH:28][C:15]2[C:14]([CH3:29])=[CH:13][C:12]([F:11])=[C:17]([F:18])[C:16]=2[NH:19][C:20]2[CH:25]=[CH:24][C:23]([I:26])=[CH:22][C:21]=2[F:27])(=[O:9])=[O:8])[CH2:6][CH2:5]1)[CH:2]=[CH2:3]. The yield is 0.470. (3) The reactants are [CH:1]1([N:6]2[CH2:11][CH2:10][N:9]([C:12]([C:14]3[CH:15]=[C:16]4[C:20](=[CH:21][CH:22]=3)[NH:19][C:18]([C:23]([N:25]3[CH2:30][CH2:29][S:28](=[O:32])(=[O:31])[CH2:27][CH2:26]3)=[O:24])=[CH:17]4)=[O:13])[CH2:8][CH2:7]2)[CH2:5][CH2:4][CH2:3][CH2:2]1.[Cl:33][C:34]1[CH:35]=[C:36](B(O)O)[CH:37]=[CH:38][CH:39]=1.N1C=CC=CC=1. The catalyst is ClCCl.C([O-])(=O)C.[Cu+2].C([O-])(=O)C. The product is [Cl:33][C:34]1[CH:39]=[C:38]([N:19]2[C:20]3[C:16](=[CH:15][C:14]([C:12]([N:9]4[CH2:8][CH2:7][N:6]([CH:1]5[CH2:2][CH2:3][CH2:4][CH2:5]5)[CH2:11][CH2:10]4)=[O:13])=[CH:22][CH:21]=3)[CH:17]=[C:18]2[C:23]([N:25]2[CH2:30][CH2:29][S:28](=[O:31])(=[O:32])[CH2:27][CH2:26]2)=[O:24])[CH:37]=[CH:36][CH:35]=1. The yield is 0.200. (4) The reactants are C([O:3][C:4](=O)[CH2:5][C:6]([C:9]1[N:10]([CH2:21][CH2:22][OH:23])[C:11]2[C:16]([CH:17]=1)=[CH:15][C:14]([N+:18]([O-:20])=[O:19])=[CH:13][CH:12]=2)([CH3:8])[CH3:7])C.CC(C[AlH]CC(C)C)C.O. The catalyst is C1COCC1. The product is [OH:23][CH2:22][CH2:21][N:10]1[C:11]2[C:16](=[CH:15][C:14]([N+:18]([O-:20])=[O:19])=[CH:13][CH:12]=2)[CH:17]=[C:9]1[C:6]([CH3:8])([CH3:7])[CH2:5][CH2:4][OH:3]. The yield is 0.490. (5) The reactants are [NH2:1][C:2]1[N:7]=[C:6]([N:8]2[CH2:13][CH2:12][CH2:11][C@H:10]([NH:14][C:15](=[O:18])[CH:16]=[CH2:17])[CH2:9]2)[CH:5]=[CH:4][CH:3]=1.Br[C:20]1[C:21](=[O:28])[N:22]([CH3:27])[CH:23]=[C:24]([Br:26])[CH:25]=1.CC1(C)C2C(=C(P(C3C=CC=CC=3)C3C=CC=CC=3)C=CC=2)OC2C(P(C3C=CC=CC=3)C3C=CC=CC=3)=CC=CC1=2.C([O-])([O-])=O.[Cs+].[Cs+]. The catalyst is CN(C=O)C.CC(=O)OCC.C1C=CC(/C=C/C(/C=C/C2C=CC=CC=2)=O)=CC=1.C1C=CC(/C=C/C(/C=C/C2C=CC=CC=2)=O)=CC=1.C1C=CC(/C=C/C(/C=C/C2C=CC=CC=2)=O)=CC=1.[Pd].[Pd]. The product is [Br:26][C:24]1[CH:25]=[C:20]([NH:1][C:2]2[N:7]=[C:6]([N:8]3[CH2:13][CH2:12][CH2:11][C@H:10]([NH:14][C:15](=[O:18])[CH:16]=[CH2:17])[CH2:9]3)[CH:5]=[CH:4][CH:3]=2)[C:21](=[O:28])[N:22]([CH3:27])[CH:23]=1. The yield is 0.280. (6) The reactants are [C:1]1([NH:7][C:8]([C:10]2([C:13]([OH:15])=[O:14])[CH2:12][CH2:11]2)=[O:9])[CH:6]=[CH:5][CH:4]=[CH:3][CH:2]=1.[CH3:16][O:17]C1C=CC=CC=1N. No catalyst specified. The product is [CH3:16][O:17][C:6]1[CH:5]=[CH:4][CH:3]=[CH:2][C:1]=1[NH:7][C:8]([C:10]1([C:13]([OH:15])=[O:14])[CH2:11][CH2:12]1)=[O:9]. The yield is 0.440. (7) The reactants are [C:1]([C:3]1[CH:4]=[C:5]([CH2:9][C:10]2[N:11]=[C:12]3[S:19][C:18]([CH3:20])=[C:17]([CH:21]4[CH2:23][CH:22]4[C:24](O)=[O:25])[N:13]3[C:14](=[O:16])[CH:15]=2)[CH:6]=[CH:7][CH:8]=1)#[N:2].ClC(OC(C)C)=O.C([N:36](CC)CC)C.N. The catalyst is O1CCCC1. The product is [C:1]([C:3]1[CH:4]=[C:5]([CH2:9][C:10]2[N:11]=[C:12]3[S:19][C:18]([CH3:20])=[C:17]([CH:21]4[CH2:23][CH:22]4[C:24]([NH2:36])=[O:25])[N:13]3[C:14](=[O:16])[CH:15]=2)[CH:6]=[CH:7][CH:8]=1)#[N:2]. The yield is 0.260. (8) The reactants are [O:1]([C:8]1[CH:9]=[CH:10][C:11]([CH2:14][OH:15])=[N:12][CH:13]=1)[C:2]1[CH:7]=[CH:6][CH:5]=[CH:4][CH:3]=1.[O-2].[Mg+4].[O-2]. The catalyst is CC(C)=O. The product is [O:1]([C:8]1[CH:9]=[CH:10][C:11]([CH:14]=[O:15])=[N:12][CH:13]=1)[C:2]1[CH:3]=[CH:4][CH:5]=[CH:6][CH:7]=1. The yield is 0.740.